Dataset: Forward reaction prediction with 1.9M reactions from USPTO patents (1976-2016). Task: Predict the product of the given reaction. (1) The product is: [CH3:28][C:29]1[N:33]([C:2]2[N:3]=[C:4]([N:22]3[CH2:23][CH2:24][O:25][CH2:26][CH2:27]3)[C:5]3[S:10][C:9]([CH2:11][N:12]4[CH2:15][CH:14]([N:16]5[CH2:21][CH2:20][O:19][CH2:18][CH2:17]5)[CH2:13]4)=[N:8][C:6]=3[N:7]=2)[C:32]2[CH:34]=[CH:35][CH:36]=[CH:37][C:31]=2[N:30]=1. Given the reactants Cl[C:2]1[N:3]=[C:4]([N:22]2[CH2:27][CH2:26][O:25][CH2:24][CH2:23]2)[C:5]2[S:10][C:9]([CH2:11][N:12]3[CH2:15][CH:14]([N:16]4[CH2:21][CH2:20][O:19][CH2:18][CH2:17]4)[CH2:13]3)=[N:8][C:6]=2[N:7]=1.[CH3:28][C:29]1[NH:33][C:32]2[CH:34]=[CH:35][CH:36]=[CH:37][C:31]=2[N:30]=1.CC(C1C=C(C(C)C)C(C2C=CC=CC=2P(C2CCCCC2)C2CCCCC2)=C(C(C)C)C=1)C.C(=O)([O-])[O-].[Cs+].[Cs+], predict the reaction product. (2) Given the reactants [NH2:1][C:2]1[CH:10]=[C:9]([Br:11])[CH:8]=[C:7]([Br:12])[C:3]=1[C:4]([OH:6])=[O:5].[N+](=[CH2:15])=[N-].C(O)(=O)C, predict the reaction product. The product is: [CH3:15][O:5][C:4](=[O:6])[C:3]1[C:7]([Br:12])=[CH:8][C:9]([Br:11])=[CH:10][C:2]=1[NH2:1]. (3) Given the reactants [NH2:1][CH2:2][C@H:3]([C:5]1[CH:10]=[C:9]([O:11][CH2:12][C@H:13]2[CH2:17][O:16][C:15]([CH3:19])([CH3:18])[O:14]2)[CH:8]=[CH:7][C:6]=1[F:20])[OH:4].C([O-])([O-])=O.[K+].[K+].[CH:27]1[CH:32]=[CH:31][C:30]([CH2:33]Br)=[CH:29][CH:28]=1, predict the reaction product. The product is: [CH2:33]([N:1]([CH2:3][C:5]1[CH:10]=[CH:9][CH:8]=[CH:7][CH:6]=1)[CH2:2][C@H:3]([C:5]1[CH:10]=[C:9]([O:11][CH2:12][C@H:13]2[CH2:17][O:16][C:15]([CH3:18])([CH3:19])[O:14]2)[CH:8]=[CH:7][C:6]=1[F:20])[OH:4])[C:30]1[CH:31]=[CH:32][CH:27]=[CH:28][CH:29]=1.